From a dataset of Forward reaction prediction with 1.9M reactions from USPTO patents (1976-2016). Predict the product of the given reaction. (1) Given the reactants [S:1]([C:8]1[CH:14]=[CH:13][C:11]([CH3:12])=[CH:10][CH:9]=1)([O:4]CCC)(=[O:3])=[O:2], predict the reaction product. The product is: [CH3:12][C:11]1[CH:13]=[CH:14][C:8]([S:1]([OH:4])(=[O:3])=[O:2])=[CH:9][CH:10]=1. (2) Given the reactants [OH:1][C:2]1[CH:3]=[C:4]2[C:9](=[CH:10][C:11]=1[CH2:12][CH:13]([CH3:15])[CH3:14])[NH:8][C:7](=[O:16])[CH2:6][CH2:5]2.[C:17]([O-])([O-])=O.[K+].[K+].CI, predict the reaction product. The product is: [CH2:12]([C:11]1[CH:10]=[C:9]2[C:4]([CH2:5][CH2:6][C:7](=[O:16])[NH:8]2)=[CH:3][C:2]=1[O:1][CH3:17])[CH:13]([CH3:14])[CH3:15]. (3) The product is: [F:8][C:9]1[CH:14]=[CH:13][C:12]([CH:15]2[C:24]([CH3:26])([CH3:25])[CH2:23][C:22]3[C:17](=[CH:18][CH:19]=[C:20]([C:27]([NH:5][S:2]([CH3:1])(=[O:4])=[O:3])=[O:28])[CH:21]=3)[NH:16]2)=[CH:11][C:10]=1[N:30]1[CH2:31][CH2:32][O:33][CH2:34][CH2:35]1. Given the reactants [CH3:1][S:2]([NH2:5])(=[O:4])=[O:3].[H-].[Na+].[F:8][C:9]1[CH:14]=[CH:13][C:12]([CH:15]2[C:24]([CH3:26])([CH3:25])[CH2:23][C:22]3[C:17](=[CH:18][CH:19]=[C:20]([C:27](O)=[O:28])[CH:21]=3)[NH:16]2)=[CH:11][C:10]=1[N:30]1[CH2:35][CH2:34][O:33][CH2:32][CH2:31]1.C(N1C=CN=C1)(N1C=CN=C1)=O, predict the reaction product. (4) Given the reactants [CH2:1]([N:4]1[C:11]([NH2:12])=[C:10]([NH2:13])[C:8](=[O:9])[N:7]([CH2:14][CH2:15][CH3:16])[C:5]1=[O:6])[CH2:2][CH3:3].[OH:17][C:18]1[N:23]=[N:22][C:21]([C:24](O)=O)=[CH:20][CH:19]=1.Cl.CN(C)CCCN=C=NCC.O, predict the reaction product. The product is: [CH2:14]([N:7]1[C:8](=[O:9])[C:10]2[NH:13][C:24]([C:21]3[N:22]=[N:23][C:18]([OH:17])=[CH:19][CH:20]=3)=[N:12][C:11]=2[N:4]([CH2:1][CH2:2][CH3:3])[C:5]1=[O:6])[CH2:15][CH3:16]. (5) Given the reactants C([Sn](CCCC)(CCCC)[C:6]1[CH:11]=[CH:10][CH:9]=[CH:8][N:7]=1)CCC.[N+:20]([C:23]1[CH:28]=[CH:27][CH:26]=[CH:25][C:24]=1I)([O-:22])=[O:21].[Cl-].[Na+], predict the reaction product. The product is: [N:7]1[CH:8]=[CH:9][CH:10]=[CH:11][C:6]=1[C:24]1[CH:25]=[CH:26][CH:27]=[CH:28][C:23]=1[N+:20]([O-:22])=[O:21]. (6) Given the reactants [C:1]([C:3]1[CH:8]=[CH:7][C:6]([C:9]2[CH:10]=[N:11][N:12]([C:15]3[CH:23]=[CH:22][C:18]([C:19]([OH:21])=O)=[CH:17][N:16]=3)[C:13]=2[OH:14])=[C:5]([CH3:24])[CH:4]=1)#[N:2].[O:25]1[CH2:29][CH2:28][CH2:27][CH:26]1[CH2:30][NH2:31], predict the reaction product. The product is: [C:1]([C:3]1[CH:8]=[CH:7][C:6]([C:9]2[CH:10]=[N:11][N:12]([C:15]3[CH:23]=[CH:22][C:18]([C:19]([NH:31][CH2:30][CH:26]4[CH2:27][CH2:28][CH2:29][O:25]4)=[O:21])=[CH:17][N:16]=3)[C:13]=2[OH:14])=[C:5]([CH3:24])[CH:4]=1)#[N:2]. (7) Given the reactants [N:1]1([CH2:7][CH2:8][CH2:9][O:10][C:11]2[CH:24]=[CH:23][C:14]([CH2:15][N:16]3[CH2:22][CH2:21][CH2:20][NH:19][CH2:18][CH2:17]3)=[CH:13][CH:12]=2)[CH2:6][CH2:5][CH2:4][CH2:3][CH2:2]1.[O:25]1[C:29]2[CH:30]=[CH:31][C:32]([C:34](O)=[O:35])=[CH:33][C:28]=2[O:27][CH2:26]1.C1(N=C=NC2CCCCC2)CCCCC1.O.ON1C2C=CC=CC=2N=N1, predict the reaction product. The product is: [O:25]1[C:29]2[CH:30]=[CH:31][C:32]([C:34]([N:19]3[CH2:20][CH2:21][CH2:22][N:16]([CH2:15][C:14]4[CH:23]=[CH:24][C:11]([O:10][CH2:9][CH2:8][CH2:7][N:1]5[CH2:2][CH2:3][CH2:4][CH2:5][CH2:6]5)=[CH:12][CH:13]=4)[CH2:17][CH2:18]3)=[O:35])=[CH:33][C:28]=2[O:27][CH2:26]1. (8) Given the reactants [Br:1][C:2]1[CH:7]=[CH:6][CH:5]=[C:4](F)[N:3]=1.[NH:9]1[CH2:15][CH:14]([OH:16])[CH2:13][NH:12][CH2:11][CH2:10]1.CCN(C(C)C)C(C)C, predict the reaction product. The product is: [Br:1][C:2]1[N:3]=[C:4]([N:9]2[CH2:15][CH:14]([OH:16])[CH2:13][NH:12][CH2:11][CH2:10]2)[CH:5]=[CH:6][CH:7]=1. (9) Given the reactants [Cl:1][C:2]1[C:7]([Cl:8])=[CH:6][CH:5]=[CH:4][C:3]=1[CH2:9][S:10]([C:13]1[CH:14]=[C:15]2[C:19](=[CH:20][CH:21]=1)[NH:18][C:17](=[O:22])/[C:16]/2=[CH:23]\[C:24]1[NH:28][C:27]([CH3:29])=[C:26]([C:30](O)=[O:31])[C:25]=1[CH3:33])(=[O:12])=[O:11].[NH:34]1[CH2:39][CH2:38][CH:37]([OH:40])[CH2:36][CH2:35]1.C1C=CC2N(O)N=NC=2C=1.CCN=C=NCCCN(C)C.Cl, predict the reaction product. The product is: [Cl:1][C:2]1[C:7]([Cl:8])=[CH:6][CH:5]=[CH:4][C:3]=1[CH2:9][S:10]([C:13]1[CH:14]=[C:15]2[C:19](=[CH:20][CH:21]=1)[NH:18][C:17](=[O:22])/[C:16]/2=[CH:23]\[C:24]1[NH:28][C:27]([CH3:29])=[C:26]([C:30]([N:34]2[CH2:39][CH2:38][CH:37]([OH:40])[CH2:36][CH2:35]2)=[O:31])[C:25]=1[CH3:33])(=[O:11])=[O:12].